This data is from Forward reaction prediction with 1.9M reactions from USPTO patents (1976-2016). The task is: Predict the product of the given reaction. (1) Given the reactants [F:1][C:2]1[CH:7]=[C:6]([F:8])[C:5]([N+:9]([O-:11])=[O:10])=[C:4]([F:12])[C:3]=1[CH3:13].[H-].[Na+].[C:16]([O:20][C:21]([NH:23][C@@H:24]([CH2:28][OH:29])[C:25]([OH:27])=[O:26])=[O:22])([CH3:19])([CH3:18])[CH3:17], predict the reaction product. The product is: [C:16]([O:20][C:21]([NH:23][C@@H:24]([CH2:28][O:29][C:4]1[C:5]([N+:9]([O-:11])=[O:10])=[C:6]([F:8])[CH:7]=[C:2]([F:1])[C:3]=1[CH3:13])[C:25]([OH:27])=[O:26])=[O:22])([CH3:19])([CH3:18])[CH3:17].[C:16]([O:20][C:21]([NH:23][C@@H:24]([CH2:28][O:29][C:6]1[CH:7]=[C:2]([F:1])[C:3]([CH3:13])=[C:4]([F:12])[C:5]=1[N+:9]([O-:11])=[O:10])[C:25]([OH:27])=[O:26])=[O:22])([CH3:19])([CH3:18])[CH3:17]. (2) Given the reactants [CH3:1][O:2][C:3]1[CH:4]=[C:5]([CH:8]=[CH:9][CH:10]=1)[CH2:6][OH:7].[H-].[Na+].[F:13][C:14]1[CH:21]=[CH:20][CH:19]=[C:18](F)[C:15]=1[C:16]#[N:17], predict the reaction product. The product is: [F:13][C:14]1[CH:21]=[CH:20][C:19]([O:7][CH2:6][C:5]2[CH:8]=[CH:9][CH:10]=[C:3]([O:2][CH3:1])[CH:4]=2)=[CH:18][C:15]=1[C:16]#[N:17]. (3) The product is: [NH2:10][C:11]1[C:2]([CH3:1])=[CH:3][C:4]([N:14]2[CH:18]=[N:17][CH:16]=[N:15]2)=[CH:5][C:6]=1[C:7]([NH:20][CH3:19])=[O:13]. Given the reactants [CH3:1][C:2]1[C:11]2[NH:10]C(=O)O[C:7](=[O:13])[C:6]=2[CH:5]=[C:4]([N:14]2[CH:18]=[N:17][CH:16]=[N:15]2)[CH:3]=1.[CH3:19][NH2:20], predict the reaction product. (4) Given the reactants [F:1][C:2]1[CH:11]=[C:10]([F:12])[CH:9]=[C:8]2[C:3]=1[C:4]([NH:20][C:21]1[CH:22]=[N:23][CH:24]=[C:25]([N:27]3[CH2:32][CH2:31][O:30][CH2:29][CH2:28]3)[CH:26]=1)=[C:5]([CH3:19])[C:6]([N:13]1[CH2:18][CH2:17][NH:16][CH2:15][CH2:14]1)=[N:7]2.[CH2:33]([N:35]=[C:36]=[O:37])[CH3:34], predict the reaction product. The product is: [F:1][C:2]1[CH:11]=[C:10]([F:12])[CH:9]=[C:8]2[C:3]=1[C:4]([NH:20][C:21]1[CH:22]=[N:23][CH:24]=[C:25]([N:27]3[CH2:32][CH2:31][O:30][CH2:29][CH2:28]3)[CH:26]=1)=[C:5]([CH3:19])[C:6]([N:13]1[CH2:14][CH2:15][N:16]([C:36]([NH:35][CH2:33][CH3:34])=[O:37])[CH2:17][CH2:18]1)=[N:7]2. (5) Given the reactants [F:1][C:2]1[CH:3]=[C:4]([C:38]2[C:39]([C:44]#[N:45])=[CH:40][CH:41]=[CH:42][CH:43]=2)[CH:5]=[CH:6][C:7]=1[CH2:8][C:9]1[C:10](=[O:37])[N:11]([CH:21]2[CH2:26][CH2:25][CH:24]([O:27][CH:28]([C:30]3([CH:34]([OH:36])[CH3:35])[CH2:33][CH2:32][CH2:31]3)[CH3:29])[CH2:23][CH2:22]2)[C:12]2[N:13]([N:18]=[CH:19][N:20]=2)[C:14]=1[CH2:15][CH2:16][CH3:17].CC(OI1(OC(C)=O)(OC(C)=O)OC(=O)C2C=CC=CC1=2)=O.C(=O)([O-])O.[Na+].S([O-])([O-])(=O)=S.[Na+].[Na+], predict the reaction product. The product is: [C:34]([C:30]1([CH:28]([O:27][CH:24]2[CH2:25][CH2:26][CH:21]([N:11]3[C:10](=[O:37])[C:9]([CH2:8][C:7]4[CH:6]=[CH:5][C:4]([C:38]5[C:39]([C:44]#[N:45])=[CH:40][CH:41]=[CH:42][CH:43]=5)=[CH:3][C:2]=4[F:1])=[C:14]([CH2:15][CH2:16][CH3:17])[N:13]4[N:18]=[CH:19][N:20]=[C:12]34)[CH2:22][CH2:23]2)[CH3:29])[CH2:33][CH2:32][CH2:31]1)(=[O:36])[CH3:35]. (6) Given the reactants [Br:1][C:2]1[CH:7]=[CH:6][C:5]([N:8]2[CH2:13][CH2:12][N:11]([C:14](=[O:16])[CH3:15])[CH2:10][CH2:9]2)=[C:4]([N+:17]([O-])=O)[CH:3]=1.O.[NH4+].[Cl-], predict the reaction product. The product is: [NH2:17][C:4]1[CH:3]=[C:2]([Br:1])[CH:7]=[CH:6][C:5]=1[N:8]1[CH2:13][CH2:12][N:11]([C:14](=[O:16])[CH3:15])[CH2:10][CH2:9]1. (7) Given the reactants O[C:2]1[CH:3]=[C:4]([C:10]#[N:11])[C:5](=[CH:8][CH:9]=1)[C:6]#[N:7].C([N:14]([CH2:17][CH3:18])[CH2:15][CH3:16])C.F[C:20](F)(F)S(O)(=O)=O.[CH3:27][N:28](C=O)C, predict the reaction product. The product is: [CH3:20][C@H:16]1[CH2:15][NH:14][C@H:17]([CH3:18])[CH2:27][N:28]1[C:2]1[CH:3]=[C:4]([C:10]#[N:11])[C:5](=[CH:8][CH:9]=1)[C:6]#[N:7].